From a dataset of Full USPTO retrosynthesis dataset with 1.9M reactions from patents (1976-2016). Predict the reactants needed to synthesize the given product. (1) Given the product [NH4+:7].[OH-:21].[C:1]([C:5]1[S:9][C:8](=[NH:10])[N:7]([CH2:12][CH:13]2[CH2:16][CH2:15][CH2:14]2)[CH:6]=1)([CH3:4])([CH3:3])[CH3:2], predict the reactants needed to synthesize it. The reactants are: [C:1]([C:5]1[S:9][C:8]([NH2:10])=[N:7][CH:6]=1)([CH3:4])([CH3:3])[CH3:2].Br[CH2:12][CH:13]1[CH2:16][CH2:15][CH2:14]1.C(Cl)Cl.C[OH:21]. (2) The reactants are: Cl[C:2]1[CH:7]=[C:6]([O:8][C:9]2[CH:10]=[CH:11][C:12]([N:16]3[C:20](=[O:21])[NH:19][C:18]([C:22]([CH3:27])([CH3:26])[CH2:23][O:24][CH3:25])=[N:17]3)=[N:13][C:14]=2[CH3:15])[CH:5]=[CH:4][N:3]=1.[CH3:28][N:29]1[CH:33]=[C:32](B2OC(C)(C)C(C)(C)O2)[CH:31]=[N:30]1.C([O-])([O-])=O.[K+].[K+].O1CCOCC1. Given the product [CH3:25][O:24][CH2:23][C:22]([C:18]1[NH:19][C:20](=[O:21])[N:16]([C:12]2[CH:11]=[CH:10][C:9]([O:8][C:6]3[CH:5]=[CH:4][N:3]=[C:2]([C:32]4[CH:31]=[N:30][N:29]([CH3:28])[CH:33]=4)[CH:7]=3)=[C:14]([CH3:15])[N:13]=2)[N:17]=1)([CH3:27])[CH3:26], predict the reactants needed to synthesize it. (3) Given the product [Br:3][C:4]1[CH:9]=[CH:8][C:7]([S:10][CH:26]2[CH2:27][CH2:22][CH2:23][N:24]([C:28]([O:30][C:31]([CH3:34])([CH3:33])[CH3:32])=[O:29])[CH2:25]2)=[CH:6][CH:5]=1, predict the reactants needed to synthesize it. The reactants are: [H-].[Na+].[Br:3][C:4]1[CH:9]=[CH:8][C:7]([SH:10])=[CH:6][CH:5]=1.S(O[CH:22]1[CH2:27][CH2:26][CH2:25][N:24]([C:28]([O:30][C:31]([CH3:34])([CH3:33])[CH3:32])=[O:29])[CH2:23]1)(C1C=CC(C)=CC=1)(=O)=O. (4) Given the product [NH2:21][C:19]1[CH:18]=[CH:17][C:16]([C:24]([F:29])([F:30])[C:25]([F:26])([F:27])[F:28])=[C:15]([CH:20]=1)[CH2:14][N:11]1[CH2:10][CH2:9][N:8]([C:1]([O:3][C:4]([CH3:7])([CH3:6])[CH3:5])=[O:2])[CH2:13][CH2:12]1, predict the reactants needed to synthesize it. The reactants are: [C:1]([N:8]1[CH2:13][CH2:12][N:11]([CH2:14][C:15]2[CH:20]=[C:19]([N+:21]([O-])=O)[CH:18]=[CH:17][C:16]=2[C:24]([F:30])([F:29])[C:25]([F:28])([F:27])[F:26])[CH2:10][CH2:9]1)([O:3][C:4]([CH3:7])([CH3:6])[CH3:5])=[O:2].FC(F)(C1C=CC(N)=CC=1OCCN1CCCC1)C(F)(F)F. (5) Given the product [F:14][C:8]1[CH:9]=[C:10]([F:13])[CH:11]=[CH:12][C:7]=1[C:5]([OH:6])([CH3:1])[CH3:4], predict the reactants needed to synthesize it. The reactants are: [CH3:1][Mg+].[Br-].[CH3:4][C:5]([C:7]1[CH:12]=[CH:11][C:10]([F:13])=[CH:9][C:8]=1[F:14])=[O:6]. (6) Given the product [Cl:2][C:3]1[CH:4]=[C:5]([N:10]2[C:14]([CH3:15])=[CH:13][C:12]([C:16]([NH2:1])=[O:18])=[N:11]2)[CH:6]=[CH:7][C:8]=1[F:9], predict the reactants needed to synthesize it. The reactants are: [NH3:1].[Cl:2][C:3]1[CH:4]=[C:5]([N:10]2[C:14]([CH3:15])=[CH:13][C:12]([C:16]([O:18]CC)=O)=[N:11]2)[CH:6]=[CH:7][C:8]=1[F:9]. (7) Given the product [CH3:7][C@H:6]([NH:2][CH3:1])[CH2:5][C:8]1[CH:13]=[CH:12][CH:11]=[CH:10][CH:9]=1, predict the reactants needed to synthesize it. The reactants are: [CH3:1][N:2]1[C@@H:6]([CH3:7])[C@@H:5]([C:8]2[CH:13]=[CH:12][CH:11]=[CH:10][CH:9]=2)OC1=O.O1CCNC1=O.